The task is: Predict the product of the given reaction.. This data is from Forward reaction prediction with 1.9M reactions from USPTO patents (1976-2016). (1) Given the reactants C(=[N:14][C:15]1[CH:24]=[C:23]([C:25]2[CH:30]=[CH:29][CH:28]=[CH:27][CH:26]=2)[C:22]2[C:17](=[CH:18][C:19]([S:31][C:32]3[CH:33]=[C:34]([C:38]([OH:43])([CH2:41][CH3:42])[CH2:39][CH3:40])[CH:35]=[CH:36][CH:37]=3)=[CH:20][CH:21]=2)[N:16]=1)(C1C=CC=CC=1)C1C=CC=CC=1.Cl.NO.C([O-])(=O)C.[K+], predict the reaction product. The product is: [NH2:14][C:15]1[CH:24]=[C:23]([C:25]2[CH:26]=[CH:27][CH:28]=[CH:29][CH:30]=2)[C:22]2[C:17](=[CH:18][C:19]([S:31][C:32]3[CH:33]=[C:34]([C:38]([OH:43])([CH2:41][CH3:42])[CH2:39][CH3:40])[CH:35]=[CH:36][CH:37]=3)=[CH:20][CH:21]=2)[N:16]=1. (2) Given the reactants [N-:1]=[N+]=[N-].[Na+].OS(O)(=O)=O.[O:10]=[C:11]1[CH2:16][CH:15]2[CH:17]([C:18]3[NH:26][C:25]4[C:24](=[O:27])[N:23]([CH2:28][CH2:29][CH3:30])[C:22](=[O:31])[N:21]([CH2:32][CH2:33][CH3:34])[C:20]=4[N:19]=3)[CH:12]1[CH2:13][CH2:14]2.C([O-])(O)=O.[Na+], predict the reaction product. The product is: [O:10]=[C:11]1[NH:1][CH2:16][CH:15]2[CH:17]([C:18]3[NH:19][C:20]4[N:21]([CH2:32][CH2:33][CH3:34])[C:22](=[O:31])[N:23]([CH2:28][CH2:29][CH3:30])[C:24](=[O:27])[C:25]=4[N:26]=3)[CH:12]1[CH2:13][CH2:14]2.